The task is: Predict the reactants needed to synthesize the given product.. This data is from Full USPTO retrosynthesis dataset with 1.9M reactions from patents (1976-2016). (1) Given the product [CH3:14][C:15]1[C:20]([NH:21][C:22]2[N:27]=[CH:26][CH:25]=[CH:24][C:23]=2[C:28]([OH:30])=[O:29])=[CH:19][CH:18]=[CH:17][C:16]=1[C:31]([F:33])([F:32])[F:34], predict the reactants needed to synthesize it. The reactants are: C(O)(=O)CC(CC(O)=O)(C(O)=O)O.[CH3:14][C:15]1[C:20]([NH:21][C:22]2[N:27]=[CH:26][CH:25]=[CH:24][C:23]=2[C:28]([OH:30])=[O:29])=[CH:19][CH:18]=[CH:17][C:16]=1[C:31]([F:34])([F:33])[F:32].CNC[C@H](O)[C@@H](O)[C@H](O)[C@H](O)CO. (2) Given the product [C:29]([O:28][C:26]([CH2:2][C:3]1[C:4]([CH3:24])=[N:5][C:6]2[N:7]([N:17]=[C:18]([C:20]([O:22][CH3:23])=[O:21])[N:19]=2)[C:8]=1[C:9]1[CH:14]=[CH:13][C:12]([Cl:15])=[CH:11][C:10]=1[Cl:16])=[O:25])([CH3:32])([CH3:31])[CH3:30], predict the reactants needed to synthesize it. The reactants are: N[CH2:2][C:3]1[C:4]([CH3:24])=[N:5][C:6]2[N:7]([N:17]=[C:18]([C:20]([O:22][CH3:23])=[O:21])[N:19]=2)[C:8]=1[C:9]1[CH:14]=[CH:13][C:12]([Cl:15])=[CH:11][C:10]=1[Cl:16].[O:25](C(OC(C)(C)C)=O)[C:26]([O:28][C:29]([CH3:32])([CH3:31])[CH3:30])=O.CCN(CC)CC. (3) Given the product [OH:12][C@@H:11]1[CH2:10][CH2:9][C:4]2([O:8][CH2:7][CH2:6][O:5]2)[CH2:3][C@:2]1([CH3:1])[C:13]([O:15][CH2:16][CH3:17])=[O:14], predict the reactants needed to synthesize it. The reactants are: [CH3:1][C:2]1([C:13]([O:15][CH2:16][CH3:17])=[O:14])[C:11](=[O:12])[CH2:10][CH2:9][C:4]2([O:8][CH2:7][CH2:6][O:5]2)[CH2:3]1.[BH4-].[Na+]. (4) Given the product [OH:1][CH:2]([CH2:14][CH2:15][CH2:16][CH3:17])[CH2:3][CH2:4][C:5]1[CH:10]=[CH:9][C:8]([F:11])=[C:7]([F:12])[C:6]=1[F:13], predict the reactants needed to synthesize it. The reactants are: [OH:1][CH:2]([CH2:14][CH2:15][CH2:16][CH3:17])[C:3]#[C:4][C:5]1[CH:10]=[CH:9][C:8]([F:11])=[C:7]([F:12])[C:6]=1[F:13].[H][H]. (5) Given the product [C:18]([O:21][C:22]([N:9]1[C:10](=[O:13])[CH2:11][CH2:12][C@H:8]1[C:6]([O:5][C:1]([CH3:4])([CH3:2])[CH3:3])=[O:7])=[O:23])([CH3:20])([CH3:19])[CH3:17], predict the reactants needed to synthesize it. The reactants are: [C:1]([O:5][C:6]([C@@H:8]1[CH2:12][CH2:11][C:10](=[O:13])[NH:9]1)=[O:7])([CH3:4])([CH3:3])[CH3:2].CC#N.[CH3:17][C:18]([O:21][C:22](O[C:22]([O:21][C:18]([CH3:20])([CH3:19])[CH3:17])=[O:23])=[O:23])([CH3:20])[CH3:19].